Dataset: Reaction yield outcomes from USPTO patents with 853,638 reactions. Task: Predict the reaction yield, written as a fraction of the theoretical maximum amount of product (1.0 means a 100% yield; for example, 0.34 means a 34% yield). (1) The reactants are C([C@@H]1COC(=O)N1C(=O)[C@H]([CH2:19][S:20]([Cl:23])(=[O:22])=[O:21])C(C)C)C1C=CC=CC=1.[CH3:25][O:26][C:27]([C:29]1(SC(=O)C)[CH2:34][CH2:33][CH2:32][CH2:31][CH:30]1C)=[O:28]. No catalyst specified. The product is [CH3:25][O:26][C:27]([C:29]1([CH2:19][S:20]([Cl:23])(=[O:22])=[O:21])[CH2:30][CH2:31][CH2:32][CH2:33][CH2:34]1)=[O:28]. The yield is 0.960. (2) The reactants are [NH2:1][C:2]1[CH:24]=[C:23]2[C:5]([CH2:6][C:7]([CH3:26])([CH3:25])[CH2:8][C:9]32[CH2:14][CH2:13][S:12][C:11]([NH:15][C:16](=[O:22])[O:17][C:18]([CH3:21])([CH3:20])[CH3:19])=[N:10]3)=[CH:4][CH:3]=1.[Cl:27][C:28]1[CH:29]=[CH:30][C:31]([C:34](O)=[O:35])=[N:32][CH:33]=1. No catalyst specified. The product is [Cl:27][C:28]1[CH:29]=[CH:30][C:31]([C:34]([NH:1][C:2]2[CH:24]=[C:23]3[C:5]([CH2:6][C:7]([CH3:26])([CH3:25])[CH2:8][C:9]43[CH2:14][CH2:13][S:12][C:11]([NH:15][C:16](=[O:22])[O:17][C:18]([CH3:21])([CH3:19])[CH3:20])=[N:10]4)=[CH:4][CH:3]=2)=[O:35])=[N:32][CH:33]=1. The yield is 0.730. (3) The reactants are [CH:1]1([CH2:6][CH:7]([C:11]2[CH:16]=[CH:15][C:14]([Cl:17])=[C:13]([Cl:18])[CH:12]=2)[C:8](O)=[O:9])[CH2:5][CH2:4][CH2:3][CH2:2]1.F[P-](F)(F)(F)(F)F.N1(OC(N(C)C)=[N+](C)C)C2C=CC=CC=2N=N1.C(N(CC)C(C)C)(C)C.[NH2:52][C:53]1[S:54][CH:55]=[N:56][N:57]=1. The catalyst is CN(C)C=O. The product is [CH:1]1([CH2:6][CH:7]([C:11]2[CH:16]=[CH:15][C:14]([Cl:17])=[C:13]([Cl:18])[CH:12]=2)[C:8]([NH:52][C:53]2[S:54][CH:55]=[N:56][N:57]=2)=[O:9])[CH2:5][CH2:4][CH2:3][CH2:2]1. The yield is 0.770.